This data is from NCI-60 drug combinations with 297,098 pairs across 59 cell lines. The task is: Regression. Given two drug SMILES strings and cell line genomic features, predict the synergy score measuring deviation from expected non-interaction effect. (1) Drug 1: COC1=C(C=C2C(=C1)N=CN=C2NC3=CC(=C(C=C3)F)Cl)OCCCN4CCOCC4. Drug 2: C1C(C(OC1N2C=NC3=C(N=C(N=C32)Cl)N)CO)O. Cell line: LOX IMVI. Synergy scores: CSS=9.32, Synergy_ZIP=-5.25, Synergy_Bliss=-3.38, Synergy_Loewe=-0.818, Synergy_HSA=-0.341. (2) Synergy scores: CSS=31.5, Synergy_ZIP=4.19, Synergy_Bliss=3.00, Synergy_Loewe=-47.3, Synergy_HSA=-3.92. Drug 2: B(C(CC(C)C)NC(=O)C(CC1=CC=CC=C1)NC(=O)C2=NC=CN=C2)(O)O. Drug 1: CC1=C(C=C(C=C1)NC(=O)C2=CC=C(C=C2)CN3CCN(CC3)C)NC4=NC=CC(=N4)C5=CN=CC=C5. Cell line: SNB-19. (3) Drug 1: C1CCN(CC1)CCOC2=CC=C(C=C2)C(=O)C3=C(SC4=C3C=CC(=C4)O)C5=CC=C(C=C5)O. Drug 2: C1CN1P(=S)(N2CC2)N3CC3. Synergy scores: CSS=66.6, Synergy_ZIP=7.75, Synergy_Bliss=12.9, Synergy_Loewe=1.52, Synergy_HSA=5.81. Cell line: HL-60(TB).